Dataset: Catalyst prediction with 721,799 reactions and 888 catalyst types from USPTO. Task: Predict which catalyst facilitates the given reaction. (1) Reactant: [Br:1][C:2]1[CH:11]=[C:10]2[C:5]([C:6]([CH:16]=[O:17])=[CH:7][C:8](=[O:15])[N:9]2[CH:12]2[CH2:14][CH2:13]2)=[CH:4][C:3]=1[F:18].[BH4-].[Na+].[Cl-].[NH4+]. Product: [Br:1][C:2]1[CH:11]=[C:10]2[C:5]([C:6]([CH2:16][OH:17])=[CH:7][C:8](=[O:15])[N:9]2[CH:12]2[CH2:13][CH2:14]2)=[CH:4][C:3]=1[F:18]. The catalyst class is: 5. (2) Reactant: [C:1]([C:5]1[CH:10]=[C:9]([Cl:11])[CH:8]=[CH:7][C:6]=1[OH:12])([CH3:4])([CH3:3])[CH3:2].[CH2:13](Br)[CH:14]=[CH2:15].C(=O)([O-])[O-].[K+].[K+].C(OCC=C)C=C. Product: [CH2:15]([C:7]1[CH:8]=[C:9]([Cl:11])[CH:10]=[C:5]([C:1]([CH3:4])([CH3:2])[CH3:3])[C:6]=1[OH:12])[CH:14]=[CH2:13]. The catalyst class is: 728. (3) Reactant: O1CCCC1.[OH-].[Na+].C([O:10][C:11]([CH:13]1[CH2:18][CH2:17][N:16]([C:19]2[N:28]=[C:27]([NH:29][CH2:30][C:31]3[CH:36]=[CH:35][C:34]([O:37][CH3:38])=[C:33]([Cl:39])[CH:32]=3)[C:26]3[C:21](=[CH:22][CH:23]=[C:24]([C:40]#[N:41])[CH:25]=3)[N:20]=2)[CH2:15][CH2:14]1)=[O:12])C.Cl. Product: [C:11]([CH:13]1[CH2:18][CH2:17][N:16]([C:19]2[N:28]=[C:27]([NH:29][CH2:30][C:31]3[CH:36]=[CH:35][C:34]([O:37][CH3:38])=[C:33]([Cl:39])[CH:32]=3)[C:26]3[C:21](=[CH:22][CH:23]=[C:24]([C:40]#[N:41])[CH:25]=3)[N:20]=2)[CH2:15][CH2:14]1)([OH:12])=[O:10]. The catalyst class is: 97. (4) Reactant: C=O.[F:3][C:4]1[CH:5]=[CH:6][C:7]([CH2:14][CH2:15][C:16]2[C:21]([C:22]([F:25])([F:24])[F:23])=[CH:20][N:19]=[C:18]([NH:26][C:27]3[CH:32]=[CH:31][C:30]([CH:33]4[CH2:38][CH2:37][NH:36][CH2:35][CH2:34]4)=[CH:29][CH:28]=3)[N:17]=2)=[C:8]([CH2:10][C:11]([NH2:13])=[O:12])[CH:9]=1.[C:39](O[BH-](OC(=O)C)OC(=O)C)(=O)C.[Na+]. Product: [F:3][C:4]1[CH:5]=[CH:6][C:7]([CH2:14][CH2:15][C:16]2[C:21]([C:22]([F:24])([F:25])[F:23])=[CH:20][N:19]=[C:18]([NH:26][C:27]3[CH:32]=[CH:31][C:30]([CH:33]4[CH2:38][CH2:37][N:36]([CH3:39])[CH2:35][CH2:34]4)=[CH:29][CH:28]=3)[N:17]=2)=[C:8]([CH2:10][C:11]([NH2:13])=[O:12])[CH:9]=1. The catalyst class is: 5. (5) Product: [C:5]1([CH3:16])[CH:10]=[CH:9][C:8]([CH:11]=[CH:12][C:13]([Cl:3])=[O:14])=[CH:7][CH:6]=1. The catalyst class is: 48. Reactant: S(Cl)([Cl:3])=O.[C:5]1([CH3:16])[CH:10]=[CH:9][C:8]([CH:11]=[CH:12][C:13](O)=[O:14])=[CH:7][CH:6]=1. (6) Reactant: [Br:1][C:2]1[CH:3]=[C:4]([NH:10][C:11]2[N:16]=[CH:15][C:14]([CH:17]3[CH2:22][CH2:21][N:20](C(OC(C)(C)C)=O)[CH2:19][CH2:18]3)=[CH:13][CH:12]=2)[C:5](=[O:9])[N:6]([CH3:8])[CH:7]=1.FC(F)(F)C(O)=O. The catalyst class is: 2. Product: [Br:1][C:2]1[CH:3]=[C:4]([NH:10][C:11]2[CH:12]=[CH:13][C:14]([CH:17]3[CH2:22][CH2:21][NH:20][CH2:19][CH2:18]3)=[CH:15][N:16]=2)[C:5](=[O:9])[N:6]([CH3:8])[CH:7]=1. (7) Reactant: [C:1]1([C:7]2([C:28]3[CH:33]=[CH:32][CH:31]=[CH:30][CH:29]=3)[O:11][C:10]3[CH:12]=[CH:13][C:14]([C:16](ON4C5C=CC=CC=5N=N4)=[O:17])=[CH:15][C:9]=3[O:8]2)[CH:6]=[CH:5][CH:4]=[CH:3][CH:2]=1.[NH:34]1[CH2:39][CH2:38][O:37][CH2:36][CH2:35]1. Product: [C:1]1([C:7]2([C:28]3[CH:29]=[CH:30][CH:31]=[CH:32][CH:33]=3)[O:11][C:10]3[CH:12]=[CH:13][C:14]([C:16]([N:34]4[CH2:39][CH2:38][O:37][CH2:36][CH2:35]4)=[O:17])=[CH:15][C:9]=3[O:8]2)[CH:2]=[CH:3][CH:4]=[CH:5][CH:6]=1. The catalyst class is: 10.